Dataset: Full USPTO retrosynthesis dataset with 1.9M reactions from patents (1976-2016). Task: Predict the reactants needed to synthesize the given product. (1) The reactants are: [CH2:1]=[C:2]([CH2:6][C:7]([OH:9])=O)[C:3]([OH:5])=[O:4].[C:10]1([C@H:16]([NH2:18])[CH3:17])[CH:15]=[CH:14][CH:13]=[CH:12][CH:11]=1.O. Given the product [O:9]=[C:7]1[N:18]([C@@H:16]([C:10]2[CH:15]=[CH:14][CH:13]=[CH:12][CH:11]=2)[CH3:17])[CH2:1][C@H:2]([C:3]([OH:5])=[O:4])[CH2:6]1, predict the reactants needed to synthesize it. (2) Given the product [CH2:1]([O:8][C:9]([NH:10][C:11]1[C:12](=[O:33])[N:13]([CH2:27][C:26]([O:25][C:21]([CH3:24])([CH3:23])[CH3:22])=[O:29])[CH:14]=[CH:15][CH:16]=1)=[O:18])[C:2]1[CH:7]=[CH:6][CH:5]=[CH:4][CH:3]=1, predict the reactants needed to synthesize it. The reactants are: [CH2:1]([O:8][C:9](=[O:18])[NH:10][C:11]1(O)[CH:16]=[CH:15][CH:14]=[N:13][CH2:12]1)[C:2]1[CH:7]=[CH:6][CH:5]=[CH:4][CH:3]=1.[H-].[Na+].[C:21]([O:25][C:26](=[O:29])[CH2:27]Br)([CH3:24])([CH3:23])[CH3:22].C1C[O:33]CC1. (3) Given the product [F:44][C:41]1[CH:42]=[CH:43][C:38]([CH2:37][CH2:36][C:15]2[C:16]([C:31]([O:33][CH2:34][CH3:35])=[O:32])=[C:17]([C:24]3[CH:29]=[CH:28][C:27]([CH3:30])=[CH:26][CH:25]=3)[C:18]3[C:19](=[O:20])[N:8]4[C@@H:9]([CH2:10][CH2:11][CH2:12]4)[C:13]=3[N:14]=2)=[CH:39][CH:40]=1, predict the reactants needed to synthesize it. The reactants are: C(OC([N:8]1[CH2:12][CH2:11][CH2:10][C@H:9]1[C:13]1[NH:14][C:15]([CH2:36][CH2:37][C:38]2[CH:43]=[CH:42][C:41]([F:44])=[CH:40][CH:39]=2)=[C:16]([C:31]([O:33][CH2:34][CH3:35])=[O:32])[CH:17]([C:24]2[CH:29]=[CH:28][C:27]([CH3:30])=[CH:26][CH:25]=2)[C:18]=1[C:19](OCC)=[O:20])=O)(C)(C)C.FC(F)(F)C(O)=O. (4) The reactants are: [Cl:1][C:2]1[N:7]=[C:6](/[CH:8]=[C:9](\[C:11]2[CH:12]=[C:13]([NH:17][C:18](=[O:27])[C:19]3[C:24]([F:25])=[CH:23][CH:22]=[CH:21][C:20]=3[F:26])[CH:14]=[CH:15][CH:16]=2)/O)[CH:5]=[CH:4][N:3]=1.C1C(=O)N(Br)C(=O)C1.[CH3:36][N:37]([CH3:41])[C:38]([NH2:40])=[S:39]. Given the product [Cl:1][C:2]1[N:7]=[C:6]([C:8]2[S:39][C:38]([N:37]([CH3:41])[CH3:36])=[N:40][C:9]=2[C:11]2[CH:12]=[C:13]([NH:17][C:18](=[O:27])[C:19]3[C:24]([F:25])=[CH:23][CH:22]=[CH:21][C:20]=3[F:26])[CH:14]=[CH:15][CH:16]=2)[CH:5]=[CH:4][N:3]=1, predict the reactants needed to synthesize it. (5) Given the product [F:1][C:2]([F:29])([F:28])[C:3]1[CH:4]=[C:5]([NH:13][C:14]([N:16]2[CH2:21][CH2:20][N:19]([C:22]3[C:26]([O:49][CH2:48][C:46]4[CH:45]=[CH:44][N:43]=[C:42]([F:41])[CH:47]=4)=[N:25][S:24][N:23]=3)[CH2:18][CH2:17]2)=[O:15])[CH:6]=[C:7]([C:9]([F:12])([F:11])[F:10])[CH:8]=1, predict the reactants needed to synthesize it. The reactants are: [F:1][C:2]([F:29])([F:28])[C:3]1[CH:4]=[C:5]([NH:13][C:14]([N:16]2[CH2:21][CH2:20][N:19]([C:22]3[C:26](Cl)=[N:25][S:24][N:23]=3)[CH2:18][CH2:17]2)=[O:15])[CH:6]=[C:7]([C:9]([F:12])([F:11])[F:10])[CH:8]=1.CC(C)([O-])C.[K+].C(O)(C)(C)C.[F:41][C:42]1[CH:47]=[C:46]([CH2:48][OH:49])[CH:45]=[CH:44][N:43]=1. (6) Given the product [N:42]1([C:7]([C:6]2[CH:10]=[C:11]([C:13]([F:16])([F:15])[F:14])[CH:12]=[C:4]([N+:1]([O-:3])=[O:2])[CH:5]=2)=[O:9])[CH2:47][CH2:46][O:45][CH2:44][CH2:43]1, predict the reactants needed to synthesize it. The reactants are: [N+:1]([C:4]1[CH:5]=[C:6]([CH:10]=[C:11]([C:13]([F:16])([F:15])[F:14])[CH:12]=1)[C:7]([OH:9])=O)([O-:3])=[O:2].ON1C2N=CC=CC=2N=N1.C1(N=C=NC2CCCCC2)CCCCC1.[NH:42]1[CH2:47][CH2:46][O:45][CH2:44][CH2:43]1. (7) The reactants are: [Br:1][C:2]1[C:10]2[N:9]=[CH:8][N:7]([CH2:11][C:12]3[CH:17]=[CH:16][CH:15]=[C:14]([Cl:18])[C:13]=3[CH3:19])[C:6]=2[CH:5]=[C:4]([N+:20]([O-])=O)[CH:3]=1.O.O.[Sn](Cl)Cl.Cl. Given the product [Br:1][C:2]1[C:10]2[N:9]=[CH:8][N:7]([CH2:11][C:12]3[CH:17]=[CH:16][CH:15]=[C:14]([Cl:18])[C:13]=3[CH3:19])[C:6]=2[CH:5]=[C:4]([NH2:20])[CH:3]=1, predict the reactants needed to synthesize it. (8) The reactants are: Br[C:2]1[CH:3]=[N:4][CH:5]=[CH:6][C:7]=1[CH3:8].[C:9]([O:13][C:14](=[O:26])[CH2:15][O:16][C:17]1[CH:22]=[CH:21][C:20]([Cl:23])=[CH:19][C:18]=1[C:24]#[CH:25])([CH3:12])([CH3:11])[CH3:10].C(N(CC)CC)C. Given the product [C:9]([O:13][C:14](=[O:26])[CH2:15][O:16][C:17]1[CH:22]=[CH:21][C:20]([Cl:23])=[CH:19][C:18]=1[C:24]#[C:25][C:2]1[CH:3]=[N:4][CH:5]=[CH:6][C:7]=1[CH3:8])([CH3:12])([CH3:11])[CH3:10], predict the reactants needed to synthesize it. (9) Given the product [CH2:58]([O:57][C:55](=[O:56])/[CH:54]=[CH:53]/[C:52](/[CH3:60])=[CH:51]/[C:50](/[CH3:61])=[CH:49]/[CH:22]=[CH:21]/[C:20](/[CH3:36])=[CH:19]/[C@H:10]([O:11][Si:12]([C:13]([CH3:16])([CH3:15])[CH3:14])([CH3:17])[CH3:18])[C@@H:9]([O:8][Si:1]([C:4]([CH3:7])([CH3:6])[CH3:5])([CH3:2])[CH3:3])[CH2:37][C@@H:38]([O:39][Si:40]([C:41]([CH3:42])([CH3:43])[CH3:44])([CH3:45])[CH3:46])[CH3:47])[CH3:59], predict the reactants needed to synthesize it. The reactants are: [Si:1]([O:8][C@@H:9]([CH2:37][C@H:38]([CH3:47])[O:39][Si:40]([CH3:46])([CH3:45])[C:41]([CH3:44])([CH3:43])[CH3:42])[C@H:10](/[CH:19]=[C:20](\[CH3:36])/[CH:21]=[CH:22]/[Sn](CCCC)(CCCC)CCCC)[O:11][Si:12]([CH3:18])([CH3:17])[C:13]([CH3:16])([CH3:15])[CH3:14])([C:4]([CH3:7])([CH3:6])[CH3:5])([CH3:3])[CH3:2].I/[CH:49]=[C:50](\[CH3:61])/[CH:51]=[C:52](\[CH3:60])/[CH:53]=[CH:54]/[C:55]([O:57][CH2:58][CH3:59])=[O:56]. (10) Given the product [CH3:93][O:92][C:90]1[CH:89]=[CH:88][C:87]([CH3:94])=[C:86]([CH:91]=1)[NH:85][C:64]1[C:63]2[CH:62]=[C:61]3[N:60]=[C:72]([NH:74][CH2:75][CH2:76][N:77]4[CH2:82][CH2:81][O:80][CH2:79][CH2:78]4)[N:71]=[C:70]3[CH2:69][C:68]=2[N:67]=[CH:66][C:65]=1[C:83]#[N:84], predict the reactants needed to synthesize it. The reactants are: NC1C=C2C(=CC=1N)N=CC(C#N)=C2NC1C=C(OC)C=CC=1C.NC1C=C2C(C(NC3C=C(OC)C=CC=3C)=C(C#N)C=N2)=CC=1N(CCN1CCOCC1)C(N)=S.[NH2:60][C:61]1[CH:62]=[C:63]2[C:68](=[CH:69][C:70]=1[NH:71][C:72]([NH:74][CH2:75][CH2:76][N:77]1[CH2:82][CH2:81][O:80][CH2:79][CH2:78]1)=S)[N:67]=[CH:66][C:65]([C:83]#[N:84])=[C:64]2[NH:85][C:86]1[CH:91]=[C:90]([O:92][CH3:93])[CH:89]=[CH:88][C:87]=1[CH3:94].[S].